From a dataset of Forward reaction prediction with 1.9M reactions from USPTO patents (1976-2016). Predict the product of the given reaction. (1) Given the reactants [NH2:1][C:2]1[CH:7]=[CH:6][CH:5]=[CH:4][C:3]=1[CH2:8][C:9]([O:11][CH3:12])=[O:10].[C:13](=[S:15])=[S:14].[CH2:16]([N:18]([CH2:21][CH3:22])[CH2:19][CH3:20])[CH3:17].C(OCC)C, predict the reaction product. The product is: [CH3:12][O:11][C:9](=[O:10])[CH2:8][C:3]1[CH:4]=[CH:5][CH:6]=[CH:7][C:2]=1[NH:1][C:13]([S-:15])=[S:14].[CH2:16]([NH+:18]([CH2:21][CH3:22])[CH2:19][CH3:20])[CH3:17]. (2) Given the reactants [CH3:1][C:2]1[O:3][C:4]2[CH:12]=[CH:11][CH:10]=[CH:9][C:5]=2[C:6]=1[CH:7]=O.[S:13]([NH2:17])([NH2:16])(=[O:15])=[O:14].[BH4-].[Na+], predict the reaction product. The product is: [CH3:1][C:2]1[O:3][C:4]2[CH:12]=[CH:11][CH:10]=[CH:9][C:5]=2[C:6]=1[CH2:7][NH:16][S:13]([NH2:17])(=[O:15])=[O:14]. (3) Given the reactants C(OC([N:11]1[CH2:16][CH2:15][N:14]([C:17](=[O:50])[C@@H:18]([NH:28][C:29]([C:31]2[CH:35]=[C:34]([O:36][CH2:37][C:38](=[O:43])[C:39]([CH3:42])([CH3:41])[CH3:40])[N:33]([C:44]3[CH:49]=[CH:48][CH:47]=[CH:46][CH:45]=3)[N:32]=2)=[O:30])[CH2:19][CH2:20][C:21]([O:23][C:24]([CH3:27])([CH3:26])[CH3:25])=[O:22])[CH2:13][CH2:12]1)=O)C1C=CC=CC=1, predict the reaction product. The product is: [C:24]([O:23][C:21](=[O:22])[CH2:20][CH2:19][C@H:18]([NH:28][C:29]([C:31]1[CH:35]=[C:34]([O:36][CH2:37][C:38](=[O:43])[C:39]([CH3:40])([CH3:41])[CH3:42])[N:33]([C:44]2[CH:49]=[CH:48][CH:47]=[CH:46][CH:45]=2)[N:32]=1)=[O:30])[C:17](=[O:50])[N:14]1[CH2:15][CH2:16][NH:11][CH2:12][CH2:13]1)([CH3:25])([CH3:26])[CH3:27]. (4) Given the reactants [CH2:1]=[CH:2][CH2:3][CH2:4][CH2:5][CH2:6][CH2:7]CC.[C:10]1([CH:16]([CH3:19])[CH:17]=[CH2:18])[CH:15]=[CH:14][CH:13]=[CH:12][CH:11]=1, predict the reaction product. The product is: [C:10]1([CH:16]([CH:17]=[CH:18][CH2:1][CH2:2][CH2:3][CH2:4][CH2:5][CH2:6][CH3:7])[CH3:19])[CH:15]=[CH:14][CH:13]=[CH:12][CH:11]=1. (5) Given the reactants [CH3:1][N:2]1[C:10]2[C:5](=[C:6]([O:15][CH3:16])[C:7]([O:13][CH3:14])=[C:8]([O:11][CH3:12])[CH:9]=2)[CH:4]=[C:3]1[C:17]([OH:19])=O.[NH:20]1[CH2:26][CH2:25][CH2:24][NH:23][CH2:22][CH2:21]1, predict the reaction product. The product is: [CH3:1][N:2]1[C:10]2[C:5](=[C:6]([O:15][CH3:16])[C:7]([O:13][CH3:14])=[C:8]([O:11][CH3:12])[CH:9]=2)[CH:4]=[C:3]1[C:17]([N:20]1[CH2:26][CH2:25][CH2:24][N:23]([C:17]([C:3]2[N:2]([CH3:1])[C:10]3[C:5]([CH:4]=2)=[C:6]([O:15][CH3:16])[C:7]([O:13][CH3:14])=[C:8]([O:11][CH3:12])[CH:9]=3)=[O:19])[CH2:22][CH2:21]1)=[O:19]. (6) Given the reactants [CH3:1][NH2:2].O1CCCC1.[Cl:8][C:9]1[CH:17]=[CH:16][C:12]([C:13](Cl)=[O:14])=[CH:11][N:10]=1, predict the reaction product. The product is: [Cl:8][C:9]1[N:10]=[CH:11][C:12]([C:13]([NH:2][CH3:1])=[O:14])=[CH:16][CH:17]=1. (7) Given the reactants [C:1]([N:9]1[CH2:14][CH2:13][N:12]([C:15]([O:17]C(C)(C)C)=[O:16])[CH2:11][CH2:10]1)(=[O:8])[C:2]1[CH:7]=[CH:6][CH:5]=[CH:4][CH:3]=1.CO.C(Cl)(Cl)[Cl:25], predict the reaction product. The product is: [ClH:25].[C:1]([N:9]1[CH2:10][CH2:11][N:12]([C:15]([O-:17])=[O:16])[CH2:13][CH2:14]1)(=[O:8])[C:2]1[CH:7]=[CH:6][CH:5]=[CH:4][CH:3]=1. (8) Given the reactants [Br:1][CH2:2][CH2:3][CH2:4][CH2:5][CH2:6][CH2:7]Br.[CH3:9][N:10]([CH3:12])[CH3:11], predict the reaction product. The product is: [Br-:1].[CH3:9][N+:10]([CH3:12])([CH3:11])[CH2:2][CH2:3][CH2:4][CH2:5][CH2:6][CH2:7][N+:10]([CH3:12])([CH3:11])[CH3:9].[Br-:1]. (9) Given the reactants [CH2:1]([Zn]CC)C.ClCI.[Si:9]([O:16][CH2:17][CH2:18][C:19](=[CH2:22])[CH2:20][OH:21])([C:12]([CH3:15])([CH3:14])[CH3:13])([CH3:11])[CH3:10].[NH4+].[Cl-], predict the reaction product. The product is: [Si:9]([O:16][CH2:17][CH2:18][C:19]1([CH2:20][OH:21])[CH2:1][CH2:22]1)([C:12]([CH3:15])([CH3:14])[CH3:13])([CH3:10])[CH3:11]. (10) Given the reactants [O:1]1[C:5]2=[CH:6][N:7]=[CH:8][CH:9]=[C:4]2[CH:3]=[C:2]1[C:10]([OH:12])=O.C1C=CC2N(O)N=NC=2C=1.CCN=C=NCCCN(C)C.CCN(C(C)C)C(C)C.[CH2:43]([N:47]1[CH2:52][CH2:51][CH:50]([S:53]([C:55]2[CH:62]=[CH:61][C:58]([CH2:59][NH2:60])=[CH:57][CH:56]=2)=[O:54])[CH2:49][CH2:48]1)[CH:44]([CH3:46])[CH3:45], predict the reaction product. The product is: [CH2:43]([N:47]1[CH2:52][CH2:51][CH:50]([S:53]([C:55]2[CH:56]=[CH:57][C:58]([CH2:59][NH:60][C:10]([C:2]3[O:1][C:5]4=[CH:6][N:7]=[CH:8][CH:9]=[C:4]4[CH:3]=3)=[O:12])=[CH:61][CH:62]=2)=[O:54])[CH2:49][CH2:48]1)[CH:44]([CH3:46])[CH3:45].